From a dataset of Forward reaction prediction with 1.9M reactions from USPTO patents (1976-2016). Predict the product of the given reaction. (1) Given the reactants [F:1][C:2]([F:46])([F:45])[C:3]1[CH:4]=[C:5]([C:13]([CH3:44])([CH3:43])[C:14]([N:16]([C:18]2[CH:19]=[N:20][C:21]([N:32]3[C@H:37]([CH2:38][OH:39])[CH2:36][N:35]4[CH2:40][CH2:41][CH2:42][C@@H:34]4[CH2:33]3)=[CH:22][C:23]=2[C:24]2[CH:29]=[CH:28][C:27]([F:30])=[CH:26][C:25]=2[CH3:31])[CH3:17])=[O:15])[CH:6]=[C:7]([C:9]([F:12])([F:11])[F:10])[CH:8]=1.[ClH:47].Cl.FC(F)(F)C1C=C(C(C)(C)C(N(C2C=NC(N3[C@@H](CO)CN4CCC[C@@H]4C3)=CC=2C2C=CC(F)=CC=2C)C)=O)C=C(C(F)(F)F)C=1, predict the reaction product. The product is: [ClH:47].[F:12][C:9]([F:10])([F:11])[C:7]1[CH:6]=[C:5]([C:13]([CH3:44])([CH3:43])[C:14]([N:16]([C:18]2[CH:19]=[N:20][C:21]([N:32]3[C@H:37]([CH2:38][OH:39])[CH2:36][N:35]4[CH2:40][CH2:41][CH2:42][C@@H:34]4[CH2:33]3)=[CH:22][C:23]=2[C:24]2[CH:29]=[CH:28][C:27]([F:30])=[CH:26][C:25]=2[CH3:31])[CH3:17])=[O:15])[CH:4]=[C:3]([C:2]([F:1])([F:45])[F:46])[CH:8]=1. (2) Given the reactants [CH3:1][O:2][C:3]1[CH:4]=[C:5]([C@H:9]2[CH2:14][CH2:13][CH2:12][NH:11][CH2:10]2)[CH:6]=[CH:7][CH:8]=1.[F:15][C:16]([F:21])([F:20])[C@@H:17]1[CH2:19][O:18]1, predict the reaction product. The product is: [F:15][C:16]([F:21])([F:20])[C@@H:17]([OH:18])[CH2:19][N:11]1[CH2:12][CH2:13][CH2:14][C@H:9]([C:5]2[CH:6]=[CH:7][CH:8]=[C:3]([O:2][CH3:1])[CH:4]=2)[CH2:10]1. (3) Given the reactants [OH-].[Na+].C([O:5][C:6](=O)/[C:7](=[CH:24]/[C:25]1[CH:30]=[CH:29][C:28]([N:31]2[CH:35]=[C:34]([CH3:36])[N:33]=[CH:32]2)=[C:27]([O:37][CH3:38])[CH:26]=1)/[CH2:8][CH2:9][CH2:10][NH:11][CH:12]1[C:21]2[C:16](=[CH:17][CH:18]=[C:19]([O:22][CH3:23])[CH:20]=2)[CH2:15][CH2:14][CH2:13]1)C.Cl, predict the reaction product. The product is: [CH3:38][O:37][C:27]1[CH:26]=[C:25]([CH:30]=[CH:29][C:28]=1[N:31]1[CH:35]=[C:34]([CH3:36])[N:33]=[CH:32]1)/[CH:24]=[C:7]1/[C:6](=[O:5])[N:11]([CH:12]2[C:21]3[C:16](=[CH:17][CH:18]=[C:19]([O:22][CH3:23])[CH:20]=3)[CH2:15][CH2:14][CH2:13]2)[CH2:10][CH2:9][CH2:8]/1. (4) Given the reactants B(Br)(Br)Br.[F:5][C:6]1[CH:15]=[CH:14][C:13]([C:16]2[CH:25]=[CH:24][C:23]3[C:18](=[CH:19][CH:20]=[C:21]([O:26]C)[CH:22]=3)[CH:17]=2)=[CH:12][C:7]=1[C:8]([O:10][CH3:11])=[O:9], predict the reaction product. The product is: [F:5][C:6]1[CH:15]=[CH:14][C:13]([C:16]2[CH:25]=[CH:24][C:23]3[C:18](=[CH:19][CH:20]=[C:21]([OH:26])[CH:22]=3)[CH:17]=2)=[CH:12][C:7]=1[C:8]([O:10][CH3:11])=[O:9]. (5) The product is: [F:8][C:4]1[CH:5]=[CH:6][CH:7]=[C:2]([F:1])[C:3]=1[C:9]1[C:17]2[C:12](=[CH:13][C:14]([C:18]([NH:38][C@@H:36]([C:34]3[O:33][N:32]=[C:31]([CH3:30])[N:35]=3)[CH3:37])=[O:20])=[CH:15][CH:16]=2)[N:11]([C:21]2[CH:22]=[CH:23][C:24]([CH3:27])=[CH:25][CH:26]=2)[N:10]=1. Given the reactants [F:1][C:2]1[CH:7]=[CH:6][CH:5]=[C:4]([F:8])[C:3]=1[C:9]1[C:17]2[C:12](=[CH:13][C:14]([C:18]([OH:20])=O)=[CH:15][CH:16]=2)[N:11]([C:21]2[CH:26]=[CH:25][C:24]([CH3:27])=[CH:23][CH:22]=2)[N:10]=1.Cl.Cl.[CH3:30][C:31]1[N:35]=[C:34]([C@H:36]([NH2:38])[CH3:37])[O:33][N:32]=1.Cl.CN(C)CCCN=C=NCC.ON1C2N=CC=CC=2N=N1.CN1CCOCC1, predict the reaction product. (6) Given the reactants C(OC([N:8]1[C:17]2[C:12](=[CH:13][C:14]([C:18]3[CH:19]=[N:20][CH:21]=[C:22]([O:24][CH2:25][C:26]4[CH:31]=[CH:30][CH:29]=[CH:28][CH:27]=4)[CH:23]=3)=[CH:15][N:16]=2)[CH2:11][CH2:10][CH2:9]1)=O)(C)(C)C, predict the reaction product. The product is: [CH2:25]([O:24][C:22]1[CH:23]=[C:18]([C:14]2[CH:13]=[C:12]3[C:17](=[N:16][CH:15]=2)[NH:8][CH2:9][CH2:10][CH2:11]3)[CH:19]=[N:20][CH:21]=1)[C:26]1[CH:27]=[CH:28][CH:29]=[CH:30][CH:31]=1. (7) The product is: [Cl:1][C:2]1[CH:7]=[CH:6][C:5]([S:8]([N:11]2[CH:16]3[CH2:17][CH2:18][CH2:19][CH:12]2[C:13]2[CH:23]=[N:24][NH:28][C:14]=2[CH:15]3[CH2:20][CH3:21])(=[O:10])=[O:9])=[CH:4][CH:3]=1. Given the reactants [Cl:1][C:2]1[CH:7]=[CH:6][C:5]([S:8]([N:11]2[CH:16]3[CH2:17][CH2:18][CH2:19][CH:12]2[C:13](=[CH:23][N:24](C)C)[C:14](=O)[CH:15]3[CH2:20][CH3:21])(=[O:10])=[O:9])=[CH:4][CH:3]=1.O.[NH2:28]N, predict the reaction product.